Dataset: Peptide-MHC class I binding affinity with 185,985 pairs from IEDB/IMGT. Task: Regression. Given a peptide amino acid sequence and an MHC pseudo amino acid sequence, predict their binding affinity value. This is MHC class I binding data. (1) The peptide sequence is DEMVCKWLL. The MHC is HLA-A24:03 with pseudo-sequence HLA-A24:03. The binding affinity (normalized) is 0.0847. (2) The peptide sequence is KRMMVRHCL. The MHC is HLA-B83:01 with pseudo-sequence HLA-B83:01. The binding affinity (normalized) is 0.213. (3) The peptide sequence is AENRTYIYW. The MHC is Mamu-A11 with pseudo-sequence Mamu-A11. The binding affinity (normalized) is 0.172. (4) The peptide sequence is KTIPVAMTL. The MHC is HLA-C15:02 with pseudo-sequence HLA-C15:02. The binding affinity (normalized) is 0.747. (5) The peptide sequence is AFTAAVTSPL. The MHC is Patr-A0901 with pseudo-sequence Patr-A0901. The binding affinity (normalized) is 0.386. (6) The peptide sequence is KLTSYSAGL. The MHC is HLA-A02:19 with pseudo-sequence HLA-A02:19. The binding affinity (normalized) is 0.936.